Dataset: Full USPTO retrosynthesis dataset with 1.9M reactions from patents (1976-2016). Task: Predict the reactants needed to synthesize the given product. (1) Given the product [Cl:27][C:21]1[CH:22]=[C:23]([Cl:26])[CH:24]=[CH:25][C:20]=1[C:18]1[N:17]=[C:16](/[CH:28]=[CH:29]/[C:30]2[CH:35]=[CH:34][C:33]([C:36]3[CH:41]=[CH:40][CH:39]=[C:38]([C:42]([F:44])([F:45])[F:43])[CH:37]=3)=[CH:32][CH:31]=2)[N:15]([CH2:14][C:11]2[CH:10]=[CH:9][C:8]([C:6]3[O:7][N:48]=[C:4]([OH:3])[CH:5]=3)=[CH:13][CH:12]=2)[CH:19]=1, predict the reactants needed to synthesize it. The reactants are: C([O:3][C:4](=O)[CH2:5][C:6]([C:8]1[CH:13]=[CH:12][C:11]([CH2:14][N:15]2[CH:19]=[C:18]([C:20]3[CH:25]=[CH:24][C:23]([Cl:26])=[CH:22][C:21]=3[Cl:27])[N:17]=[C:16]2/[CH:28]=[CH:29]/[C:30]2[CH:35]=[CH:34][C:33]([C:36]3[CH:41]=[CH:40][CH:39]=[C:38]([C:42]([F:45])([F:44])[F:43])[CH:37]=3)=[CH:32][CH:31]=2)=[CH:10][CH:9]=1)=[O:7])C.Cl.[NH2:48]O. (2) Given the product [F:11][C:8]1[CH:9]=[CH:10][C:5]([PH:12](=[O:19])[C:5]2[CH:10]=[CH:9][C:8]([F:11])=[CH:7][CH:6]=2)=[CH:6][CH:7]=1, predict the reactants needed to synthesize it. The reactants are: [Mg].II.Br[C:5]1[CH:10]=[CH:9][C:8]([F:11])=[CH:7][CH:6]=1.[P:12]([O-:19])(OCC)OCC.Cl.